Predict which catalyst facilitates the given reaction. From a dataset of Catalyst prediction with 721,799 reactions and 888 catalyst types from USPTO. (1) Reactant: Cl[Si](C)(C)C.Br[C:7]([F:14])([F:13])[C:8]([O:10][CH2:11][CH3:12])=[O:9].N1([CH2:24][NH:25][CH2:26][CH2:27][C:28]2[CH:33]=[CH:32][CH:31]=[CH:30][CH:29]=2)C2C=CC=CC=2N=N1. Product: [CH2:11]([O:10][C:8](=[O:9])[C:7]([F:14])([F:13])[CH2:24][NH:25][CH2:26][CH2:27][C:28]1[CH:33]=[CH:32][CH:31]=[CH:30][CH:29]=1)[CH3:12]. The catalyst class is: 772. (2) Reactant: [C:1]([O:5][C:6](=[O:22])[NH:7][C:8]1[CH:13]=[C:12](Cl)[C:11]([C:15]([F:18])([F:17])[F:16])=[CH:10][C:9]=1[N+:19]([O-:21])=[O:20])([CH3:4])([CH3:3])[CH3:2].[NH:23]1[CH2:27][CH2:26][CH2:25][CH2:24]1. Product: [C:1]([O:5][C:6](=[O:22])[NH:7][C:8]1[CH:13]=[C:12]([N:23]2[CH2:27][CH2:26][CH2:25][CH2:24]2)[C:11]([C:15]([F:18])([F:17])[F:16])=[CH:10][C:9]=1[N+:19]([O-:21])=[O:20])([CH3:4])([CH3:3])[CH3:2]. The catalyst class is: 16. (3) Reactant: C(N(CC)C(C)C)(C)C.[CH3:10][Si:11]([CH3:18])([CH3:17])[CH2:12][CH2:13][O:14][CH2:15]Cl.[Cl:19][C:20]1[CH:21]=[C:22]2[N:48]([CH2:49][O:50][CH2:51][CH2:52][Si:53]([CH3:56])([CH3:55])[CH3:54])[C:47]([S:57]([CH3:60])(=[O:59])=[O:58])=[N:46][C:23]2=[N:24][C:25]=1[C:26]1[CH:31]=[CH:30][C:29]([C:32]2[CH:37]=[CH:36][C:35]([C:38]([N:40]3[CH2:44][CH2:43][C@@H:42]([OH:45])[CH2:41]3)=[O:39])=[CH:34][CH:33]=2)=[CH:28][CH:27]=1. Product: [Cl:19][C:20]1[CH:21]=[C:22]2[N:48]([CH2:49][O:50][CH2:51][CH2:52][Si:53]([CH3:55])([CH3:56])[CH3:54])[C:47]([S:57]([CH3:60])(=[O:59])=[O:58])=[N:46][C:23]2=[N:24][C:25]=1[C:26]1[CH:27]=[CH:28][C:29]([C:32]2[CH:37]=[CH:36][C:35]([C:38]([N:40]3[CH2:44][CH2:43][C@@H:42]([O:45][CH2:15][O:14][CH2:13][CH2:12][Si:11]([CH3:18])([CH3:17])[CH3:10])[CH2:41]3)=[O:39])=[CH:34][CH:33]=2)=[CH:30][CH:31]=1. The catalyst class is: 639. (4) Reactant: [C:1]([OH:10])(=[O:9])[C@@H:2]([C@H:4]([C:6]([OH:8])=[O:7])[OH:5])[OH:3].[CH:11]1[CH:12]=[N:13][C:14]2[C:19]([N:20]=1)=[CH:18][C:17]1[CH:21]3[CH2:26][NH:25][CH2:24][CH:23]([C:16]=1[CH:15]=2)[CH2:22]3. Product: [CH:12]1[CH:11]=[N:20][C:19]2[C:14]([N:13]=1)=[CH:15][C:16]1[CH:23]3[CH2:24][NH:25][CH2:26][CH:21]([C:17]=1[CH:18]=2)[CH2:22]3.[C:6]([C@@H:4]([C@H:2]([C:1]([O-:10])=[O:9])[OH:3])[OH:5])([O-:8])=[O:7]. The catalyst class is: 6. (5) Reactant: [NH2:1][C:2]1[CH:7]=[N:6][CH:5]=[CH:4][N:3]=1.[N+:8]([CH2:10][C:11]([O:13][CH3:14])=[O:12])#[C-:9].[CH:15](=O)[C:16]1[O:20][CH:19]=[CH:18][CH:17]=1. Product: [CH3:14][O:13][C:11](=[O:12])[CH2:10][NH:8][C:9]1[N:3]2[CH:4]=[CH:5][N:6]=[CH:7][C:2]2=[N:1][C:15]=1[C:16]1[O:20][CH:19]=[CH:18][CH:17]=1. The catalyst class is: 519. (6) Reactant: [NH2:1][C:2]1[C:3]2[N:11]=[C:10]([C:12]3[CH:13]=[C:14]([CH:18]=[C:19]([F:21])[CH:20]=3)[C:15]([OH:17])=O)[CH:9]=[CH:8][C:4]=2[N:5]=[CH:6][N:7]=1.C(N(CC)CC)C.[Cl-].[N:30]1([CH2:35][CH2:36][NH2:37])[CH2:34][CH2:33][CH2:32][CH2:31]1. Product: [NH2:1][C:2]1[C:3]2[N:11]=[C:10]([C:12]3[CH:13]=[C:14]([CH:18]=[C:19]([F:21])[CH:20]=3)[C:15]([NH:37][CH2:36][CH2:35][N:30]3[CH2:34][CH2:33][CH2:32][CH2:31]3)=[O:17])[CH:9]=[CH:8][C:4]=2[N:5]=[CH:6][N:7]=1. The catalyst class is: 57. (7) Reactant: [C:1]([C:3]1[CH:8]=[C:7]([O:9][CH3:10])[C:6]([OH:11])=[CH:5][C:4]=1[N:12]=[CH:13][N:14]([CH3:16])[CH3:15])#[N:2].C(=O)([O-])[O-].[Cs+].[Cs+].Br[CH2:24][CH2:25][CH2:26][Cl:27]. Product: [Cl:27][CH2:26][CH2:25][CH2:24][O:11][C:6]1[C:7]([O:9][CH3:10])=[CH:8][C:3]([C:1]#[N:2])=[C:4]([N:12]=[CH:13][N:14]([CH3:15])[CH3:16])[CH:5]=1. The catalyst class is: 10.